Dataset: Full USPTO retrosynthesis dataset with 1.9M reactions from patents (1976-2016). Task: Predict the reactants needed to synthesize the given product. (1) Given the product [Cl:1][C:2]1[C:7]([Cl:8])=[C:6]([F:9])[CH:5]=[CH:4][C:3]=1[C:10]([N:12]1[CH2:17][CH2:16][N:15]2[C:37]([C:32]3[CH:33]=[N:34][CH:35]=[CH:36][N:31]=3)=[N:39][N:40]=[C:14]2[CH2:13]1)=[O:11], predict the reactants needed to synthesize it. The reactants are: [Cl:1][C:2]1[C:7]([Cl:8])=[C:6]([F:9])[CH:5]=[CH:4][C:3]=1[C:10]([N:12]1[CH2:17][CH2:16][NH:15][C:14](=O)[CH2:13]1)=[O:11].F[B-](F)(F)F.C([O+](CC)CC)C.[N:31]1[CH:36]=[CH:35][N:34]=[CH:33][C:32]=1[C:37]([NH:39][NH2:40])=O. (2) Given the product [C:1]([C:3]1[C:4]([O:15][CH3:21])=[N:5][C:6]([CH3:14])=[CH:7][C:8]=1[C:9]([O:11][CH2:12][CH3:13])=[O:10])#[N:2], predict the reactants needed to synthesize it. The reactants are: [C:1]([C:3]1[C:4](=[O:15])[NH:5][C:6]([CH3:14])=[CH:7][C:8]=1[C:9]([O:11][CH2:12][CH3:13])=[O:10])#[N:2].F[B-](F)(F)F.[CH3:21][O+](C)C.[OH-].[Na+].